This data is from Full USPTO retrosynthesis dataset with 1.9M reactions from patents (1976-2016). The task is: Predict the reactants needed to synthesize the given product. (1) Given the product [OH:6][C@H:5]([C:7]1[CH:8]=[N:9][CH:10]=[CH:11][CH:12]=1)[CH2:4][NH:3][C:41]([C@H:36]1[CH2:35][CH2:34][C:33]2[C:38](=[CH:39][CH:40]=[C:31]([I:30])[CH:32]=2)[O:37]1)=[O:42], predict the reactants needed to synthesize it. The reactants are: Cl.Cl.[NH2:3][CH2:4][C@@H:5]([C:7]1[CH:8]=[N:9][CH:10]=[CH:11][CH:12]=1)[OH:6].ON1C2C=CC=CC=2N=N1.C(N(CC)CC)C.[I:30][C:31]1[CH:32]=[C:33]2[C:38](=[CH:39][CH:40]=1)[O:37][C@@H:36]([C:41](O)=[O:42])[CH2:35][CH2:34]2. (2) Given the product [CH3:1][C:2]1[CH:7]=[CH:6][C:5]([C:8]2[N:9]([C:10]3[CH:15]=[CH:14][C:13]([S:16]([CH3:19])(=[O:18])=[O:17])=[CH:12][CH:11]=3)[CH2:27][C:28]([OH:33])([C:29]([F:32])([F:31])[F:30])[N:20]=2)=[CH:4][N:3]=1, predict the reactants needed to synthesize it. The reactants are: [CH3:1][C:2]1[CH:7]=[CH:6][C:5]([C:8](=[NH:20])[NH:9][C:10]2[CH:15]=[CH:14][C:13]([S:16]([CH3:19])(=[O:18])=[O:17])=[CH:12][CH:11]=2)=[CH:4][N:3]=1.C(=O)(O)[O-].[Na+].Br[CH2:27][C:28](=[O:33])[C:29]([F:32])([F:31])[F:30]. (3) Given the product [CH3:27][N:26]([CH2:25][C:24]1[CH:23]=[C:22]([NH:19][C:20]([NH2:1])=[S:21])[CH:31]=[CH:30][CH:29]=1)[CH3:28].[N:19]([C:22]1[CH:23]=[C:24]([CH:29]=[CH:30][CH:31]=1)[CH2:25][N:26]([CH3:28])[CH3:27])=[C:20]=[S:21], predict the reactants needed to synthesize it. The reactants are: [N:1]1(CCOC2C=CC(NC(N)=O)=CC=2)CCCC1.[N:19]([C:22]1[CH:23]=[C:24]([CH:29]=[CH:30][CH:31]=1)[CH2:25][N:26]([CH3:28])[CH3:27])=[C:20]=[S:21].N(C1C=CC(OCCN2CCCC2)=CC=1)=C=S.CN(CC1C=C(N)C=CC=1)C.